Dataset: Full USPTO retrosynthesis dataset with 1.9M reactions from patents (1976-2016). Task: Predict the reactants needed to synthesize the given product. (1) Given the product [Cl:1][C:2]1[N:7]=[C:6]([C:8]2[S:37][C:35]([C:34]([CH3:39])([CH3:38])[CH3:33])=[N:36][C:9]=2[C:11]2[C:12]([F:24])=[C:13]([NH:17][C:18](=[O:23])[O:19][CH2:20][CH:21]=[CH2:22])[CH:14]=[CH:15][CH:16]=2)[CH:5]=[CH:4][N:3]=1, predict the reactants needed to synthesize it. The reactants are: [Cl:1][C:2]1[N:7]=[C:6]([CH2:8][C:9]([C:11]2[C:12]([F:24])=[C:13]([NH:17][C:18](=[O:23])[O:19][CH2:20][CH:21]=[CH2:22])[CH:14]=[CH:15][CH:16]=2)=O)[CH:5]=[CH:4][N:3]=1.C1C(=O)N(Br)C(=O)C1.[CH3:33][C:34]([CH3:39])([CH3:38])[C:35](=[S:37])[NH2:36].O. (2) Given the product [Cl:1][C:2]1[CH:7]=[CH:6][CH:5]=[C:4]([N:8]=[C:20]=[S:28])[C:3]=1[C:9]([F:10])([F:11])[F:12], predict the reactants needed to synthesize it. The reactants are: [Cl:1][C:2]1[C:3]([C:9]([F:12])([F:11])[F:10])=[C:4]([NH2:8])[CH:5]=[CH:6][CH:7]=1.N1C=CC=CC=1O[C:20](=[S:28])OC1C=CC=CN=1. (3) Given the product [O:11]1[C:4]2[C:5](=[N:6][CH:7]=[C:2]([C:12](=[O:14])[CH3:13])[CH:3]=2)[O:8][CH2:9][CH2:10]1, predict the reactants needed to synthesize it. The reactants are: Br[C:2]1[CH:3]=[C:4]2[O:11][CH2:10][CH2:9][O:8][C:5]2=[N:6][CH:7]=1.[CH2:12]([O:14]C([Sn](CCCC)(CCCC)CCCC)=C)[CH3:13].Cl. (4) Given the product [NH2:9][C:5]([N:10]1[CH2:14][CH2:13][CH2:12][CH2:11]1)=[CH:6][C:7]#[N:8], predict the reactants needed to synthesize it. The reactants are: Cl.C(O[C:5](=[NH:9])[CH2:6][C:7]#[N:8])C.[NH:10]1[CH2:14][CH2:13][CH2:12][CH2:11]1.N1C=CC=C1. (5) Given the product [CH:30]1([NH:36][C:21]([C:15]2[CH:14]=[N:13][N:12]([C:9]3[CH:8]=[CH:7][C:6]([CH2:5][C:3]([O:2][CH3:1])=[O:4])=[CH:11][CH:10]=3)[C:16]=2[S:17][CH2:18][CH2:19][CH3:20])=[O:23])[CH2:35][CH2:34][CH2:33][CH2:32][CH2:31]1, predict the reactants needed to synthesize it. The reactants are: [CH3:1][O:2][C:3]([CH2:5][C:6]1[CH:11]=[CH:10][C:9]([N:12]2[C:16]([S:17][CH2:18][CH2:19][CH3:20])=[C:15]([C:21]([OH:23])=O)[CH:14]=[N:13]2)=[CH:8][CH:7]=1)=[O:4].C(Cl)(=O)C(Cl)=O.[CH:30]1([NH2:36])[CH2:35][CH2:34][CH2:33][CH2:32][CH2:31]1.CCN(C(C)C)C(C)C. (6) Given the product [NH2:1][C:2]1[CH:7]=[CH:6][C:5]([CH:8]2[CH2:13][CH2:12][N:11]([C:14](=[O:16])[CH3:15])[CH2:10][CH2:9]2)=[CH:4][C:3]=1[Br:24], predict the reactants needed to synthesize it. The reactants are: [NH2:1][C:2]1[CH:7]=[CH:6][C:5]([CH:8]2[CH2:13][CH2:12][N:11]([C:14](=[O:16])[CH3:15])[CH2:10][CH2:9]2)=[CH:4][CH:3]=1.C1C(=O)N([Br:24])C(=O)C1. (7) Given the product [OH:21][CH:22]([C:24]1[CH:25]=[C:26]([C:41]([N:14]2[CH2:15][CH2:17][CH2:18][CH2:19]2)=[O:42])[CH:27]=[C:28]2[C:33]=1[O:32][C:31]([N:34]1[CH2:39][CH2:38][O:37][CH2:36][CH2:35]1)=[CH:30][C:29]2=[O:40])[CH3:23], predict the reactants needed to synthesize it. The reactants are: [B-](F)(F)(F)F.CN(C(O[N:14]1[C:19](=O)[CH2:18][CH2:17][C:15]1=O)=[N+](C)C)C.[OH:21][CH:22]([C:24]1[CH:25]=[C:26]([C:41](O)=[O:42])[CH:27]=[C:28]2[C:33]=1[O:32][C:31]([N:34]1[CH2:39][CH2:38][O:37][CH2:36][CH2:35]1)=[CH:30][C:29]2=[O:40])[CH3:23].C(N(C(C)C)C(C)C)C.N1CCCC1. (8) Given the product [N:9]1([C:6]2[CH:7]=[CH:8][C:3]([OH:2])=[CH:4][C:5]=2[C:15]([F:16])([F:17])[F:18])[CH2:14][CH2:13][CH2:12][CH2:11][CH2:10]1, predict the reactants needed to synthesize it. The reactants are: C[O:2][C:3]1[CH:8]=[CH:7][C:6]([N:9]2[CH2:14][CH2:13][CH2:12][CH2:11][CH2:10]2)=[C:5]([C:15]([F:18])([F:17])[F:16])[CH:4]=1.B(Br)(Br)Br.C([O-])(O)=O.[Na+]. (9) Given the product [Cl:1][C:2]1[CH:3]=[C:4]2[C:5]([CH:6]=[N:14][C:12](=[O:13])[NH:11]2)=[CH:9][CH:10]=1, predict the reactants needed to synthesize it. The reactants are: [Cl:1][C:2]1[CH:10]=[CH:9][C:5]([C:6](O)=O)=[C:4]([NH2:11])[CH:3]=1.[CH:12]([NH2:14])=[O:13].